Task: Regression. Given two drug SMILES strings and cell line genomic features, predict the synergy score measuring deviation from expected non-interaction effect.. Dataset: NCI-60 drug combinations with 297,098 pairs across 59 cell lines (1) Cell line: SK-MEL-28. Drug 1: CC12CCC3C(C1CCC2=O)CC(=C)C4=CC(=O)C=CC34C. Drug 2: C1=CC(=CC=C1CCCC(=O)O)N(CCCl)CCCl. Synergy scores: CSS=14.9, Synergy_ZIP=-0.439, Synergy_Bliss=2.39, Synergy_Loewe=-8.70, Synergy_HSA=1.49. (2) Drug 1: C1CCN(CC1)CCOC2=CC=C(C=C2)C(=O)C3=C(SC4=C3C=CC(=C4)O)C5=CC=C(C=C5)O. Drug 2: CC1=CC=C(C=C1)C2=CC(=NN2C3=CC=C(C=C3)S(=O)(=O)N)C(F)(F)F. Cell line: UACC62. Synergy scores: CSS=1.81, Synergy_ZIP=1.53, Synergy_Bliss=3.75, Synergy_Loewe=1.69, Synergy_HSA=1.40. (3) Drug 1: C1CNP(=O)(OC1)N(CCCl)CCCl. Drug 2: COCCOC1=C(C=C2C(=C1)C(=NC=N2)NC3=CC=CC(=C3)C#C)OCCOC.Cl. Cell line: 786-0. Synergy scores: CSS=2.11, Synergy_ZIP=1.15, Synergy_Bliss=0.176, Synergy_Loewe=-18.1, Synergy_HSA=-5.69. (4) Drug 1: CC(C1=C(C=CC(=C1Cl)F)Cl)OC2=C(N=CC(=C2)C3=CN(N=C3)C4CCNCC4)N. Drug 2: C1=CC(=CC=C1CCCC(=O)O)N(CCCl)CCCl. Cell line: SNB-19. Synergy scores: CSS=21.1, Synergy_ZIP=-0.856, Synergy_Bliss=0.940, Synergy_Loewe=-1.29, Synergy_HSA=1.16. (5) Drug 1: C1C(C(OC1N2C=C(C(=O)NC2=O)F)CO)O. Drug 2: C1=NC2=C(N=C(N=C2N1C3C(C(C(O3)CO)O)F)Cl)N. Cell line: BT-549. Synergy scores: CSS=14.6, Synergy_ZIP=-0.153, Synergy_Bliss=5.16, Synergy_Loewe=-0.216, Synergy_HSA=3.15. (6) Drug 1: CC(C1=C(C=CC(=C1Cl)F)Cl)OC2=C(N=CC(=C2)C3=CN(N=C3)C4CCNCC4)N. Drug 2: COC1=C2C(=CC3=C1OC=C3)C=CC(=O)O2. Cell line: K-562. Synergy scores: CSS=33.7, Synergy_ZIP=1.39, Synergy_Bliss=-2.43, Synergy_Loewe=-47.7, Synergy_HSA=-3.03. (7) Drug 1: CCCCCOC(=O)NC1=NC(=O)N(C=C1F)C2C(C(C(O2)C)O)O. Drug 2: C1CN1C2=NC(=NC(=N2)N3CC3)N4CC4. Cell line: 786-0. Synergy scores: CSS=27.8, Synergy_ZIP=-0.156, Synergy_Bliss=2.01, Synergy_Loewe=-22.3, Synergy_HSA=2.00. (8) Drug 2: C1CCC(C(C1)N)N.C(=O)(C(=O)[O-])[O-].[Pt+4]. Drug 1: CC(C)(C#N)C1=CC(=CC(=C1)CN2C=NC=N2)C(C)(C)C#N. Cell line: HOP-92. Synergy scores: CSS=14.8, Synergy_ZIP=-6.59, Synergy_Bliss=-7.54, Synergy_Loewe=-0.625, Synergy_HSA=-3.38. (9) Drug 1: C1=CC(=CC=C1CCC2=CNC3=C2C(=O)NC(=N3)N)C(=O)NC(CCC(=O)O)C(=O)O. Drug 2: C(=O)(N)NO. Cell line: EKVX. Synergy scores: CSS=2.62, Synergy_ZIP=2.08, Synergy_Bliss=5.05, Synergy_Loewe=-1.70, Synergy_HSA=1.01.